Dataset: Full USPTO retrosynthesis dataset with 1.9M reactions from patents (1976-2016). Task: Predict the reactants needed to synthesize the given product. (1) The reactants are: [OH:1][C:2]1[CH:11]=[C:10](OS(C(F)(F)F)(=O)=O)[CH:9]=[C:8]2[C:3]=1[C:4](=[O:26])[CH:5]=[C:6]([C:20]1[CH:25]=[CH:24][CH:23]=[CH:22][CH:21]=1)[O:7]2.[NH:27]1[CH2:32][CH2:31][O:30][CH2:29][CH2:28]1.C1(P(C2C=CC=CC=2)C2C=CC3C(=CC=CC=3)C=2C2C3C(=CC=CC=3)C=CC=2P(C2C=CC=CC=2)C2C=CC=CC=2)C=CC=CC=1.C(=O)([O-])[O-].[Cs+].[Cs+]. Given the product [OH:1][C:2]1[CH:11]=[C:10]([N:27]2[CH2:32][CH2:31][O:30][CH2:29][CH2:28]2)[CH:9]=[C:8]2[C:3]=1[C:4](=[O:26])[CH:5]=[C:6]([C:20]1[CH:25]=[CH:24][CH:23]=[CH:22][CH:21]=1)[O:7]2, predict the reactants needed to synthesize it. (2) The reactants are: [F:1][C:2]1[CH:24]=[CH:23][CH:22]=[CH:21][C:3]=1[CH2:4][NH:5][CH2:6][CH2:7][NH:8][C@H:9]([C:14]([O:16][C:17]([CH3:20])([CH3:19])[CH3:18])=[O:15])[C:10]([CH3:13])([CH3:12])[CH3:11].[C:25](=O)(ON1C(=O)CCC1=O)[O:26]N1C(=O)CCC1=O.C(N(CC)CC)C. Given the product [F:1][C:2]1[CH:24]=[CH:23][CH:22]=[CH:21][C:3]=1[CH2:4][N:5]1[CH2:6][CH2:7][N:8]([C@@H:9]([C:10]([CH3:13])([CH3:12])[CH3:11])[C:14]([O:16][C:17]([CH3:18])([CH3:20])[CH3:19])=[O:15])[C:25]1=[O:26], predict the reactants needed to synthesize it. (3) Given the product [F:36][C:33]1[CH:34]=[CH:35][C:30]([C:27]2[CH:26]=[CH:25][C:24]([CH2:23][C:19]([NH:18][C:16](=[O:17])[O:15][CH2:8][C:9]3[CH:14]=[CH:13][CH:12]=[CH:11][CH:10]=3)([CH3:37])[C:20]([NH:38][CH2:39][CH:40]([OH:47])[CH2:41][C:42]([CH3:46])([CH3:45])[CH2:43][CH3:44])=[O:22])=[CH:29][CH:28]=2)=[N:31][CH:32]=1, predict the reactants needed to synthesize it. The reactants are: CN1CCOCC1.[CH2:8]([O:15][C:16]([NH:18][C:19]([CH3:37])([CH2:23][C:24]1[CH:29]=[CH:28][C:27]([C:30]2[CH:35]=[CH:34][C:33]([F:36])=[CH:32][N:31]=2)=[CH:26][CH:25]=1)[C:20]([OH:22])=O)=[O:17])[C:9]1[CH:14]=[CH:13][CH:12]=[CH:11][CH:10]=1.[NH2:38][CH2:39][CH:40]([OH:47])[CH2:41][C:42]([CH3:46])([CH3:45])[CH2:43][CH3:44].Cl.CN(C)CCCN=C=NCC.ON1C2C=CC=CC=2N=N1. (4) Given the product [CH:1]([C@H:4]1[C@@H:8]2[C@@H:9]3[C@@:22]([CH3:25])([CH2:23][CH2:24][C@@:7]2([C:31]([O:33][CH2:34][C:35]2[CH:36]=[CH:37][CH:38]=[CH:39][CH:40]=2)=[O:32])[CH2:6][CH2:5]1)[C@@:21]1([CH3:26])[CH:12]([C@:13]2([CH3:30])[C@@H:18]([CH2:19][CH2:20]1)[C:17]([CH3:27])([CH3:28])[C:16]([O:29][S:53]([C:52]([F:71])([F:70])[F:51])(=[O:55])=[O:54])=[CH:15][CH2:14]2)[CH2:11][CH2:10]3)([CH3:3])[CH3:2], predict the reactants needed to synthesize it. The reactants are: [CH:1]([C@H:4]1[C@@H:8]2[C@@H:9]3[C@@:22]([CH3:25])([CH2:23][CH2:24][C@@:7]2([C:31]([O:33][CH2:34][C:35]2[CH:40]=[CH:39][CH:38]=[CH:37][CH:36]=2)=[O:32])[CH2:6][CH2:5]1)[C@@:21]1([CH3:26])[CH:12]([C@:13]2([CH3:30])[C@@H:18]([CH2:19][CH2:20]1)[C:17]([CH3:28])([CH3:27])[C:16](=[O:29])[CH2:15][CH2:14]2)[CH2:11][CH2:10]3)([CH3:3])[CH3:2].C[Si]([N-][Si](C)(C)C)(C)C.[K+].[F:51][C:52]([F:71])([F:70])[S:53](N(C1C=CC=CC=1)[S:53]([C:52]([F:71])([F:70])[F:51])(=[O:55])=[O:54])(=[O:55])=[O:54].